From a dataset of Full USPTO retrosynthesis dataset with 1.9M reactions from patents (1976-2016). Predict the reactants needed to synthesize the given product. (1) Given the product [C:1]([NH:4][C:5]1[N:9]([C:10]2[CH:15]=[C:14]([S:16]([CH2:17][C:18]([F:19])([F:21])[F:20])=[O:39])[C:13]([CH3:22])=[CH:12][C:11]=2[F:23])[N:8]=[C:7]([O:24][C:25]([F:30])([F:29])[CH:26]([F:27])[F:28])[CH:6]=1)(=[O:3])[CH3:2], predict the reactants needed to synthesize it. The reactants are: [C:1]([NH:4][C:5]1[N:9]([C:10]2[CH:15]=[C:14]([S:16][CH2:17][C:18]([F:21])([F:20])[F:19])[C:13]([CH3:22])=[CH:12][C:11]=2[F:23])[N:8]=[C:7]([O:24][C:25]([F:30])([F:29])[CH:26]([F:28])[F:27])[CH:6]=1)(=[O:3])[CH3:2].ClC1C=CC=C(C(OO)=[O:39])C=1. (2) Given the product [CH3:21][O:20][C:18]([C:44]1[CH:42]=[CH:40][C:38](=[O:39])[O:47][CH:46]=1)=[O:19], predict the reactants needed to synthesize it. The reactants are: C([O-])(=O)C1C=CC(C([O-])=O)=CC1.[C:18]([O:20][CH3:21])(=[O:19])C1C=CC([C:18]([O:20][CH3:21])=[O:19])=CC=1.C(O)(=O)C(CC(O)=O)O.O=C[C@@H:38]([C@H:40]([C@@H:42]([C@@H:44]([CH2:46][OH:47])O)O)O)[OH:39]. (3) Given the product [Br:1][C:2]1[CH:7]=[C:6]([OH:8])[CH:5]=[C:4]([F:10])[CH:3]=1, predict the reactants needed to synthesize it. The reactants are: [Br:1][C:2]1[CH:7]=[C:6]([O:8]C)[CH:5]=[C:4]([F:10])[CH:3]=1.B(Br)(Br)Br. (4) Given the product [Cl:51][C:4]1[CH:5]=[CH:6][C:1]([N:7]2[C:12](=[O:13])[C:11]3[S:14][CH:15]=[C:16]([C:17]4[CH:18]=[CH:19][CH:20]=[CH:21][C:22]=4[O:39][CH3:40])[C:10]=3[N:9]=[CH:8]2)=[CH:2][CH:3]=1, predict the reactants needed to synthesize it. The reactants are: [C:1]1([N:7]2[C:12](=[O:13])[C:11]3[S:14][CH:15]=[C:16]([C:17]4[CH:22]=[CH:21][CH:20]=[CH:19][CH:18]=4)[C:10]=3[N:9]=[CH:8]2)[CH:6]=[CH:5][CH:4]=[CH:3][CH:2]=1.NC1C(C2C=CC=CC=2OC)=CSC=1C([O:39][CH3:40])=O.C(OCC)(OCC)OCC.[Cl:51]C1C=CC(N)=CC=1. (5) The reactants are: C(=O)([O-])[O-].[Cs+].[Cs+].[F:7][CH2:8][CH2:9]I.[C:11]([NH:15][C:16]1[CH:21]=[C:20]([C:22]2[C:23]([C:27]3[C:28]([F:48])=[C:29]([N:33]([CH2:45][O:46][CH3:47])[S:34]([C:37]4[CH:42]=[C:41]([F:43])[CH:40]=[CH:39][C:38]=4[F:44])(=[O:36])=[O:35])[CH:30]=[CH:31][CH:32]=3)=[N:24][NH:25][CH:26]=2)[CH:19]=[CH:18][N:17]=1)([CH3:14])([CH3:13])[CH3:12].O. Given the product [C:11]([NH:15][C:16]1[CH:21]=[C:20]([C:22]2[C:23]([C:27]3[C:28]([F:48])=[C:29]([N:33]([CH2:45][O:46][CH3:47])[S:34]([C:37]4[CH:42]=[C:41]([F:43])[CH:40]=[CH:39][C:38]=4[F:44])(=[O:36])=[O:35])[CH:30]=[CH:31][CH:32]=3)=[N:24][N:25]([CH2:9][CH2:8][F:7])[CH:26]=2)[CH:19]=[CH:18][N:17]=1)([CH3:14])([CH3:13])[CH3:12], predict the reactants needed to synthesize it. (6) Given the product [CH:35]1([CH2:38][N:39]([CH2:40][CH2:41][CH3:42])[C:2]2[N:7]=[CH:6][N:5]=[C:4]([C:8]([NH:10][C:11]3[CH:16]=[CH:15][C:14]([S:17]([N:20]([CH2:22][C:23]([O:25][CH3:26])=[O:24])[CH3:21])(=[O:19])=[O:18])=[CH:13][C:12]=3[CH3:27])=[O:9])[CH:3]=2)[CH2:37][CH2:36]1, predict the reactants needed to synthesize it. The reactants are: Cl[C:2]1[N:7]=[CH:6][N:5]=[C:4]([C:8]([NH:10][C:11]2[CH:16]=[CH:15][C:14]([S:17]([N:20]([CH2:22][C:23]([O:25][CH3:26])=[O:24])[CH3:21])(=[O:19])=[O:18])=[CH:13][C:12]=2[CH3:27])=[O:9])[CH:3]=1.C(NC(C)C)(C)C.[CH:35]1([CH2:38][NH:39][CH2:40][CH2:41][CH3:42])[CH2:37][CH2:36]1. (7) Given the product [Cl:1][C:2]1[CH:7]=[CH:6][CH:5]=[C:4]2[C:3]=1[N:9]=[CH:10][C:11](=[O:12])[NH:8]2, predict the reactants needed to synthesize it. The reactants are: [Cl:1][C:2]1[CH:7]=[CH:6][CH:5]=[C:4]([NH2:8])[C:3]=1[NH2:9].[C:10](OCC)(=O)[CH:11]=[O:12].